Dataset: Reaction yield outcomes from USPTO patents with 853,638 reactions. Task: Predict the reaction yield, written as a fraction of the theoretical maximum amount of product (1.0 means a 100% yield; for example, 0.34 means a 34% yield). (1) The reactants are [NH2:1][C@H:2]1[CH2:7][CH2:6][C@H:5]([C:8]([O:10][CH2:11][CH3:12])=[O:9])[CH2:4][CH2:3]1.C(N(CC)CC)C.[CH3:20][Si:21]([CH3:36])([CH3:35])[CH2:22][CH2:23][O:24][C:25](ON1C(=O)CCC1=O)=[O:26]. The yield is 0.980. The product is [CH3:20][Si:21]([CH3:36])([CH3:35])[CH2:22][CH2:23][O:24][C:25]([NH:1][C@H:2]1[CH2:3][CH2:4][C@H:5]([C:8]([O:10][CH2:11][CH3:12])=[O:9])[CH2:6][CH2:7]1)=[O:26]. The catalyst is O1CCOCC1.O. (2) The reactants are [Cl:1][C:2]1[CH:7]=[CH:6][C:5]([N:8]2[CH2:13][CH2:12][N:11]([C:14]([O:16][CH2:17][CH:18]3[CH2:23][CH2:22][NH:21][CH2:20][CH2:19]3)=[O:15])[CH2:10][CH2:9]2)=[CH:4][CH:3]=1.[CH:24](O)=O. The catalyst is C=O. The product is [Cl:1][C:2]1[CH:3]=[CH:4][C:5]([N:8]2[CH2:13][CH2:12][N:11]([C:14]([O:16][CH2:17][CH:18]3[CH2:23][CH2:22][N:21]([CH3:24])[CH2:20][CH2:19]3)=[O:15])[CH2:10][CH2:9]2)=[CH:6][CH:7]=1. The yield is 0.307. (3) The reactants are [H-].[H-].[H-].[H-].[Li+].[Al+3].[F:7][C:8]1[CH:9]=[C:10]([CH:21]=[CH:22][CH:23]=1)[CH2:11][O:12][C:13]1[CH:20]=[CH:19][C:16]([C:17]#[N:18])=[CH:15][CH:14]=1.O.[OH-].[Na+]. The catalyst is C1COCC1. The product is [F:7][C:8]1[CH:9]=[C:10]([CH:21]=[CH:22][CH:23]=1)[CH2:11][O:12][C:13]1[CH:20]=[CH:19][C:16]([CH2:17][NH2:18])=[CH:15][CH:14]=1. The yield is 0.860. (4) The reactants are [CH3:1][C:2]1[N:10]([CH:11]([C:13](=[O:15])[CH3:14])[CH3:12])[C:5]2=[N:6][CH:7]=[CH:8][CH:9]=[C:4]2[C:3]=1[C:16]([O:18][C:19]([CH3:22])([CH3:21])[CH3:20])=[O:17].[CH3:23][Mg+].[Br-].O. The catalyst is C1COCC1. The product is [OH:15][C:13]([CH3:23])([CH3:14])[CH:11]([N:10]1[C:5]2=[N:6][CH:7]=[CH:8][CH:9]=[C:4]2[C:3]([C:16]([O:18][C:19]([CH3:21])([CH3:20])[CH3:22])=[O:17])=[C:2]1[CH3:1])[CH3:12]. The yield is 0.490. (5) The reactants are C(NC(C)C)(C)C.C([Li])CCC.[CH2:13]([CH:15]([CH2:20][CH2:21][CH2:22][CH3:23])[C:16]([O:18][CH3:19])=[O:17])[CH3:14].[CH2:24]=[O:25].[Cl-].[NH4+]. The catalyst is C1COCC1.CC(OC)(C)C. The product is [CH2:13]([C:15]([CH2:24][OH:25])([CH2:20][CH2:21][CH2:22][CH3:23])[C:16]([O:18][CH3:19])=[O:17])[CH3:14]. The yield is 0.910. (6) The reactants are [OH-:1].[K+].[F:3][C:4]([F:17])([F:16])[CH2:5][O:6][CH2:7][C:8]1[CH:9]=[CH:10][C:11]([C:14]#N)=[N:12][CH:13]=1.Cl.[OH2:19]. The catalyst is CCO. The product is [F:3][C:4]([F:17])([F:16])[CH2:5][O:6][CH2:7][C:8]1[CH:9]=[CH:10][C:11]([C:14]([OH:19])=[O:1])=[N:12][CH:13]=1. The yield is 0.910.